Task: Predict the reaction yield, written as a fraction of the theoretical maximum amount of product (1.0 means a 100% yield; for example, 0.34 means a 34% yield).. Dataset: Reaction yield outcomes from USPTO patents with 853,638 reactions (1) The reactants are [C:1]([N:4]1[CH2:9][CH2:8][C:7]2[N:10]([CH:26]3[CH2:31][CH2:30]OCC3)[N:11]=[C:12]([N:13]3[C:22]4[C:17](=[CH:18][C:19](Br)=[C:20]([C:23]#N)[CH:21]=4)CCC3)[C:6]=2[CH2:5]1)(=[O:3])[CH3:2].CS(O[CH:37](C1CC1)[CH3:38])(=O)=O.C([O-])([O-])=O.[K+].[K+]. The catalyst is CN(C=O)C.O. The product is [CH3:23][C:20]1[CH:21]=[C:22]([CH:17]=[CH:18][CH:19]=1)[NH:13][C:12]1[C:6]2[CH2:5][N:4]([C:1](=[O:3])[CH3:2])[CH2:9][CH2:8][C:7]=2[N:10]([CH2:26][CH2:31]/[CH:30]=[CH:37]/[CH3:38])[N:11]=1. The yield is 0.0400. (2) The reactants are [N:1]1[CH:6]=[CH:5][CH:4]=[C:3]([C:7]2[CH:8]=[C:9]([NH2:13])[CH:10]=[CH:11][CH:12]=2)[CH:2]=1.[Cl:14][C:15]1[C:24]2[C:19](=[CH:20][C:21]([O:28][CH2:29][CH3:30])=[C:22]([O:25][CH2:26][CH3:27])[CH:23]=2)[N:18]=[CH:17][N:16]=1. The catalyst is CC(O)C. The product is [ClH:14].[CH2:26]([O:25][C:22]1[CH:23]=[C:24]2[C:19](=[CH:20][C:21]=1[O:28][CH2:29][CH3:30])[N:18]=[CH:17][N:16]=[C:15]2[NH:13][C:9]1[CH:10]=[CH:11][CH:12]=[C:7]([C:3]2[CH:2]=[N:1][CH:6]=[CH:5][CH:4]=2)[CH:8]=1)[CH3:27]. The yield is 0.880. (3) The reactants are CCN(C(C)C)C(C)C.C1C=CC2N(O)N=NC=2C=1.CCN=C=NCCCN(C)C.[C:31]1([N:37]2[CH:41]=[C:40]([C:42]([OH:44])=O)[N:39]=[CH:38]2)[CH:36]=[CH:35][CH:34]=[CH:33][CH:32]=1.Cl.[NH2:46][CH2:47][C:48]([N:50]1[CH2:55][CH2:54][N:53]([C:56](=[O:65])[C:57]2[CH:62]=[C:61]([F:63])[CH:60]=[CH:59][C:58]=2[Cl:64])[CH2:52][CH2:51]1)=[O:49].ClC1C=CC(F)=CC=1C(O)=O. The catalyst is CN(C=O)C.O. The product is [Cl:64][C:58]1[CH:59]=[CH:60][C:61]([F:63])=[CH:62][C:57]=1[C:56]([N:53]1[CH2:52][CH2:51][N:50]([C:48](=[O:49])[CH2:47][NH:46][C:42]([C:40]2[N:39]=[CH:38][N:37]([C:31]3[CH:32]=[CH:33][CH:34]=[CH:35][CH:36]=3)[CH:41]=2)=[O:44])[CH2:55][CH2:54]1)=[O:65]. The yield is 0.630.